From a dataset of Catalyst prediction with 721,799 reactions and 888 catalyst types from USPTO. Predict which catalyst facilitates the given reaction. Reactant: [O:1]=[C:2]1[C:7]2[CH:8]=[CH:9][CH:10]=[CH:11][C:6]=2[S:5][C:4]([C:12]2[N:17]=[CH:16][CH:15]=[C:14]([CH2:18][CH2:19][C:20]([OH:22])=O)[CH:13]=2)=[N:3]1.ClC(OCC(C)C)=O.C([N:33](CC)CC)C.[NH4+]. Product: [O:1]=[C:2]1[C:7]2[CH:8]=[CH:9][CH:10]=[CH:11][C:6]=2[S:5][C:4]([C:12]2[N:17]=[CH:16][CH:15]=[C:14]([CH2:18][CH2:19][C:20]([NH2:33])=[O:22])[CH:13]=2)=[N:3]1. The catalyst class is: 1.